Predict which catalyst facilitates the given reaction. From a dataset of Catalyst prediction with 721,799 reactions and 888 catalyst types from USPTO. (1) Reactant: [Cl:1][C:2]1[CH:3]=[C:4]([C:9]2[CH2:10][CH2:11][C:12](=[O:15])[NH:13][N:14]=2)[CH:5]=[CH:6][C:7]=1[OH:8].C(=O)([O-])[O-].[K+].[K+].I[CH2:23][CH2:24][CH2:25][O:26][CH2:27][CH2:28][C:29]1[CH:34]=[CH:33][C:32]([O:35][C:36](=[O:41])[C:37]([CH3:40])([CH3:39])[CH3:38])=[CH:31][CH:30]=1.C(OCC)(=O)C. Product: [Cl:1][C:2]1[CH:3]=[C:4]([C:9]2[CH2:10][CH2:11][C:12](=[O:15])[NH:13][N:14]=2)[CH:5]=[CH:6][C:7]=1[O:8][CH2:23][CH2:24][CH2:25][O:26][CH2:27][CH2:28][C:29]1[CH:30]=[CH:31][C:32]([O:35][C:36](=[O:41])[C:37]([CH3:40])([CH3:39])[CH3:38])=[CH:33][CH:34]=1. The catalyst class is: 35. (2) Reactant: [C:1]([O:5][C:6](=[O:15])[NH:7][C:8]1[CH:13]=[CH:12][CH:11]=[C:10]([SH:14])[CH:9]=1)([CH3:4])([CH3:3])[CH3:2].Br[C:17]1[CH:18]=[C:19]([CH:22]=[CH:23][CH:24]=1)[C:20]#[N:21].CC1(C)C2C(=C(P(C3C=CC=CC=3)C3C=CC=CC=3)C=CC=2)OC2C(P(C3C=CC=CC=3)C3C=CC=CC=3)=CC=CC1=2.CCN(C(C)C)C(C)C. Product: [C:20]([C:19]1[CH:18]=[C:17]([S:14][C:10]2[CH:9]=[C:8]([NH:7][C:6](=[O:15])[O:5][C:1]([CH3:4])([CH3:2])[CH3:3])[CH:13]=[CH:12][CH:11]=2)[CH:24]=[CH:23][CH:22]=1)#[N:21]. The catalyst class is: 62.